From a dataset of NCI-60 drug combinations with 297,098 pairs across 59 cell lines. Regression. Given two drug SMILES strings and cell line genomic features, predict the synergy score measuring deviation from expected non-interaction effect. Drug 1: C1CC(=O)NC(=O)C1N2CC3=C(C2=O)C=CC=C3N. Drug 2: C1=NC2=C(N=C(N=C2N1C3C(C(C(O3)CO)O)O)F)N. Cell line: HCT-15. Synergy scores: CSS=8.58, Synergy_ZIP=-1.10, Synergy_Bliss=0.901, Synergy_Loewe=0.745, Synergy_HSA=0.849.